This data is from Forward reaction prediction with 1.9M reactions from USPTO patents (1976-2016). The task is: Predict the product of the given reaction. (1) The product is: [F:15][C:12]1[CH:13]=[CH:14][C:9]([C:7]2[N:23]=[C:22]([C:21]3[CH:25]=[CH:26][C:18]([O:17][CH3:16])=[CH:19][CH:20]=3)[S:24][C:2]=2[C:3]([O:5][CH3:6])=[O:4])=[CH:10][CH:11]=1. Given the reactants Br[CH:2]([C:7]([C:9]1[CH:14]=[CH:13][C:12]([F:15])=[CH:11][CH:10]=1)=O)[C:3]([O:5][CH3:6])=[O:4].[CH3:16][O:17][C:18]1[CH:26]=[CH:25][C:21]([C:22](=[S:24])[NH2:23])=[CH:20][CH:19]=1, predict the reaction product. (2) Given the reactants Br[CH2:2][CH2:3][O:4][C:5]1[CH:14]=[C:13]2[C:8]([C:9]([O:15][C:16]3[CH:21]=[CH:20][C:19]([NH:22][C:23]([NH:25][CH2:26][CH2:27][CH3:28])=[O:24])=[C:18]([Cl:29])[CH:17]=3)=[CH:10][CH:11]=[N:12]2)=[CH:7][C:6]=1[O:30][CH3:31].C(=O)([O-])[O-].[K+].[K+].[CH3:38][NH:39][CH2:40][CH2:41][OH:42].O, predict the reaction product. The product is: [Cl:29][C:18]1[CH:17]=[C:16]([O:15][C:9]2[C:8]3[C:13](=[CH:14][C:5]([O:4][CH2:3][CH2:2][N:39]([CH2:40][CH2:41][OH:42])[CH3:38])=[C:6]([O:30][CH3:31])[CH:7]=3)[N:12]=[CH:11][CH:10]=2)[CH:21]=[CH:20][C:19]=1[NH:22][C:23]([NH:25][CH2:26][CH2:27][CH3:28])=[O:24]. (3) Given the reactants Br[C:2]1[S:6][C:5]([CH3:7])=[C:4]([C:8]([O:10][CH3:11])=[O:9])[CH:3]=1.[C:12]([O:16][C:17]([CH3:20])([CH3:19])[CH3:18])(=[O:15])[CH:13]=[CH2:14].C1(C)C=CC=CC=1P(C1C=CC=CC=1C)C1C=CC=CC=1C.CCN(CC)CC, predict the reaction product. The product is: [C:17]([O:16][C:12](=[O:15])/[CH:13]=[CH:14]/[C:2]1[S:6][C:5]([CH3:7])=[C:4]([C:8]([O:10][CH3:11])=[O:9])[CH:3]=1)([CH3:20])([CH3:19])[CH3:18]. (4) Given the reactants FC(F)(F)[C:3](O)=[O:4].[NH2:8][C@@H:9]1[C:17]2[C:12](=[CH:13][CH:14]=[CH:15][CH:16]=2)[CH2:11][C@H:10]1[NH:18][C:19]([C:21]1[NH:25][C:24]2[C:26]([Cl:30])=[C:27]([Cl:29])[S:28][C:23]=2[CH:22]=1)=[O:20].C(O)=O.CCN(C(C)C)C(C)C.C1C=CC2N(O)N=NC=2C=1.CCN=C=NCCCN(C)C, predict the reaction product. The product is: [Cl:29][C:27]1[S:28][C:23]2[CH:22]=[C:21]([C:19]([NH:18][C@@H:10]3[CH2:11][C:12]4[C:17](=[CH:16][CH:15]=[CH:14][CH:13]=4)[C@H:9]3[NH:8][CH:3]=[O:4])=[O:20])[NH:25][C:24]=2[C:26]=1[Cl:30]. (5) Given the reactants [Cl:1][C:2]1[CH:3]=[CH:4][C:5]2[N:11]3[C:12]([CH:15]4[CH2:17][CH2:16]4)=[N:13][N:14]=[C:10]3[C@@H:9]([CH2:18][CH2:19][C:20](O)=[O:21])[S:8][C@H:7]([C:23]3[CH:28]=[CH:27][CH:26]=[C:25]([O:29][CH3:30])[C:24]=3[O:31][CH3:32])[C:6]=2[CH:33]=1.Cl.[NH2:35][CH2:36][C:37](=[O:44])[CH2:38][CH2:39][C:40]([O:42][CH3:43])=[O:41].Cl.C(N=C=NCCCN(C)C)C.ON1C2C=CC=CC=2N=N1, predict the reaction product. The product is: [Cl:1][C:2]1[CH:3]=[CH:4][C:5]2[N:11]3[C:12]([CH:15]4[CH2:17][CH2:16]4)=[N:13][N:14]=[C:10]3[C@@H:9]([CH2:18][CH2:19][C:20]([NH:35][CH2:36][C:37](=[O:44])[CH2:38][CH2:39][C:40]([O:42][CH3:43])=[O:41])=[O:21])[S:8][C@H:7]([C:23]3[CH:28]=[CH:27][CH:26]=[C:25]([O:29][CH3:30])[C:24]=3[O:31][CH3:32])[C:6]=2[CH:33]=1. (6) Given the reactants Cl.Cl[CH2:3][C:4]1[N:8]2[CH:9]=[C:10]([CH3:13])[CH:11]=[CH:12][C:7]2=[N:6][C:5]=1[C:14]1[CH:19]=[CH:18][C:17]([F:20])=[CH:16][CH:15]=1.[F:21][C:22]1[CH:27]=[C:26]([F:28])[N:25]=[C:24]([NH2:29])[N:23]=1, predict the reaction product. The product is: [F:21][C:22]1[CH:27]=[C:26]([F:28])[N:25]=[C:24]([NH:29][CH2:3][C:4]2[N:8]3[CH:9]=[C:10]([CH3:13])[CH:11]=[CH:12][C:7]3=[N:6][C:5]=2[C:14]2[CH:19]=[CH:18][C:17]([F:20])=[CH:16][CH:15]=2)[N:23]=1.